From a dataset of Tyrosyl-DNA phosphodiesterase HTS with 341,365 compounds. Binary Classification. Given a drug SMILES string, predict its activity (active/inactive) in a high-throughput screening assay against a specified biological target. (1) The compound is O(C(=O)CCCc1c2c([nH]c1)cccc2)C(C(=O)Nc1ccc(NC(=O)C)cc1)C. The result is 0 (inactive). (2) The drug is S(C(CC)C(=O)Nc1sc(nn1)C(C)C)c1nc2n(c3c(c2nn1)cccc3)C. The result is 0 (inactive). (3) The drug is S(=O)(=O)(NCC(N1CCN(CC1)C)c1cc2OCOc2cc1)c1ccc(OCC)cc1. The result is 0 (inactive). (4) The compound is S(c1n(c(nn1)c1cccnc1)C)CC(=O)Nc1sccn1. The result is 0 (inactive). (5) The compound is s1c2c(CCc3c2ccc(OC)c3)cc1C(O)=O. The result is 0 (inactive). (6) The compound is O(c1cc(Cc2nccc3c2cc(OC)c(OC)c3)c(NC(OCC)=O)cc1OC)C. The result is 0 (inactive). (7) The compound is O=c1n(CC(=O)NCCC=2CCCCC2)c2c(c(=O)n1CCC(=O)NCc1occc1)cccc2. The result is 0 (inactive). (8) The drug is O=C(NC1CC2NC(CC2)C1)Nc1ccccc1. The result is 0 (inactive). (9) The molecule is Fc1c(C=2CC3N(C(CC3)C2C(OC)=O)C(=O)N2CCC(O)CC2)ccc(F)c1. The result is 0 (inactive).